This data is from Forward reaction prediction with 1.9M reactions from USPTO patents (1976-2016). The task is: Predict the product of the given reaction. Given the reactants [H-].[Na+].[CH2:3]([C:6]1[CH:14]=[C:13]2[C:9]([CH2:10][C:11](=[O:15])[NH:12]2)=[CH:8][CH:7]=1)[CH2:4][CH3:5].[Cl:16][C:17]1[C:26]2[C:21](=[CH:22][C:23]([O:27][CH2:28][CH2:29][CH2:30][N:31]3[CH2:36][CH2:35][O:34][CH2:33][CH2:32]3)=[CH:24][CH:25]=2)[N:20]=[CH:19][N:18]=1, predict the reaction product. The product is: [C:23]([O:15][CH2:11][CH3:10])(=[O:27])[CH3:22].[ClH:16].[N:31]1([CH2:30][CH2:29][CH2:28][O:27][C:23]2[CH:22]=[C:21]3[C:26]([C:17]([C:10]4[C:9]5[C:13](=[CH:14][C:6]([CH2:3][CH2:4][CH3:5])=[CH:7][CH:8]=5)[NH:12][C:11]=4[OH:15])=[N:18][CH:19]=[N:20]3)=[CH:25][CH:24]=2)[CH2:36][CH2:35][O:34][CH2:33][CH2:32]1.